Dataset: Reaction yield outcomes from USPTO patents with 853,638 reactions. Task: Predict the reaction yield, written as a fraction of the theoretical maximum amount of product (1.0 means a 100% yield; for example, 0.34 means a 34% yield). (1) The reactants are [CH2:1]([O:3][C:4](=[O:32])[C:5]1[CH:10]=[C:9]([O:11][CH2:12][CH2:13][O:14][CH3:15])[C:8]([O:16][CH2:17][CH2:18][O:19][CH3:20])=[CH:7][C:6]=1[NH:21][C:22](=[O:31])[C:23]1[CH:28]=[CH:27][CH:26]=[C:25]([CH2:29]Cl)[CH:24]=1)[CH3:2].C(N(CC)CC)C.[SH:40][CH2:41][CH:42]([OH:45])[CH2:43][OH:44].ClCC1C=C(C=CC=1)C(O)=O. The yield is 0.770. The catalyst is C(Cl)Cl. The product is [CH2:1]([O:3][C:4](=[O:32])[C:5]1[CH:10]=[C:9]([O:11][CH2:12][CH2:13][O:14][CH3:15])[C:8]([O:16][CH2:17][CH2:18][O:19][CH3:20])=[CH:7][C:6]=1[NH:21][C:22](=[O:31])[C:23]1[CH:28]=[CH:27][CH:26]=[C:25]([CH2:29][S:40][CH2:41][CH:42]([OH:45])[CH2:43][OH:44])[CH:24]=1)[CH3:2]. (2) The reactants are CCN(C(C)C)C(C)C.[NH:10]([C:12]([C:14]1([CH2:17][NH:18][C:19](=[O:25])[O:20][C:21]([CH3:24])([CH3:23])[CH3:22])[CH2:16][CH2:15]1)=[O:13])[NH2:11].[CH2:26]([O:33][N:34]1[C:40](=[O:41])[N:39]2[CH2:42][C@H:35]1[CH2:36][CH2:37][CH:38]2[C:43](O)=[O:44])[C:27]1[CH:32]=[CH:31][CH:30]=[CH:29][CH:28]=1.CN(C(ON1N=NC2C=CC=NC1=2)=[N+](C)C)C.F[P-](F)(F)(F)(F)F. The catalyst is C(Cl)Cl. The product is [C:21]([O:20][C:19](=[O:25])[NH:18][CH2:17][C:14]1([C:12]([NH:10][NH:11][C:43]([CH:38]2[CH2:37][CH2:36][C@@H:35]3[CH2:42][N:39]2[C:40](=[O:41])[N:34]3[O:33][CH2:26][C:27]2[CH:32]=[CH:31][CH:30]=[CH:29][CH:28]=2)=[O:44])=[O:13])[CH2:16][CH2:15]1)([CH3:22])([CH3:24])[CH3:23]. The yield is 0.850. (3) The reactants are [C:1]([C:5]1[CH:6]=[C:7]([NH:27][C:28]([NH:30][C@@H:31]2[C:40]3[C:35](=[CH:36][CH:37]=[CH:38][CH:39]=3)[C@H:34]([O:41][C:42]3[CH:43]=[CH:44][C:45]4[N:46]([C:48]([N:51]5[CH2:55][CH2:54][CH2:53][C@@H:52]5[CH3:56])=[N:49][N:50]=4)[CH:47]=3)[CH2:33][CH2:32]2)=[O:29])[N:8]([C:10]2[CH:15]=[CH:14][C:13]([Cl:16])=[C:12]([O:17][CH2:18][CH2:19][O:20]C3CCCCO3)[CH:11]=2)[N:9]=1)([CH3:4])([CH3:3])[CH3:2].C1(C)C=CC(S([O-])(=O)=O)=CC=1.[NH+]1C=CC=CC=1. The catalyst is CO.C(Cl)Cl. The product is [C:1]([C:5]1[CH:6]=[C:7]([NH:27][C:28]([NH:30][C@@H:31]2[C:40]3[C:35](=[CH:36][CH:37]=[CH:38][CH:39]=3)[C@H:34]([O:41][C:42]3[CH:43]=[CH:44][C:45]4[N:46]([C:48]([N:51]5[CH2:55][CH2:54][CH2:53][C@@H:52]5[CH3:56])=[N:49][N:50]=4)[CH:47]=3)[CH2:33][CH2:32]2)=[O:29])[N:8]([C:10]2[CH:15]=[CH:14][C:13]([Cl:16])=[C:12]([O:17][CH2:18][CH2:19][OH:20])[CH:11]=2)[N:9]=1)([CH3:4])([CH3:2])[CH3:3]. The yield is 0.780. (4) The reactants are [OH:1][N:2]=[C:3](Cl)[C:4]1[CH:15]=[CH:14][C:7]2[B:8]([OH:13])[O:9][C:10]([CH3:12])([CH3:11])[C:6]=2[CH:5]=1.[Cl:17][C:18]1[CH:23]=[C:22]([C:24]([C:26]([F:29])([F:28])[F:27])=[CH2:25])[CH:21]=[C:20]([Cl:30])[CH:19]=1. The catalyst is CN(C=O)C. The product is [Cl:17][C:18]1[CH:23]=[C:22]([C:24]2([C:26]([F:29])([F:27])[F:28])[O:1][N:2]=[C:3]([C:4]3[CH:15]=[CH:14][C:7]4[B:8]([OH:13])[O:9][C:10]([CH3:12])([CH3:11])[C:6]=4[CH:5]=3)[CH2:25]2)[CH:21]=[C:20]([Cl:30])[CH:19]=1. The yield is 0.640. (5) The reactants are [CH2:1]1[CH2:6][C@H:5]([C:7]([OH:9])=[O:8])[CH2:4][CH2:3][C@H:2]1[CH2:10][NH2:11].[CH3:12][C:13]([CH3:32])([CH3:31])[C:14]([O:16][CH:17]([O:20][C:21](ON1C(=O)CCC1=O)=[O:22])[CH2:18][CH3:19])=[O:15]. The catalyst is CC(OC)(C)C.CC(C)=O.O. The product is [CH3:31][C:13]([CH3:12])([CH3:32])[C:14]([O:16][CH:17]([O:20][C:21]([NH:11][CH2:10][C@H:2]1[CH2:3][CH2:4][C@H:5]([C:7]([OH:9])=[O:8])[CH2:6][CH2:1]1)=[O:22])[CH2:18][CH3:19])=[O:15]. The yield is 0.450. (6) The reactants are [NH2:1][C:2]1[S:17][C:5]2[CH2:6][N:7]([C:10]([O:12][C:13]([CH3:16])([CH3:15])[CH3:14])=[O:11])[CH2:8][CH2:9][C:4]=2[C:3]=1[C:18]#[N:19].C(N(CC)CC)C.[C:27](OC(=O)C)(=[O:29])[CH3:28]. The catalyst is CN(C)C=O.ClCCl. The product is [C:27]([NH:1][C:2]1[S:17][C:5]2[CH2:6][N:7]([C:10]([O:12][C:13]([CH3:14])([CH3:15])[CH3:16])=[O:11])[CH2:8][CH2:9][C:4]=2[C:3]=1[C:18]#[N:19])(=[O:29])[CH3:28]. The yield is 0.350. (7) The reactants are [CH3:1][C:2]1[N:3]=[C:4]([NH2:8])[S:5][C:6]=1[CH3:7].Br[CH2:10][CH2:11][CH2:12][O:13][CH3:14].[C:15]12([C:25](O)=[O:26])[CH2:24][CH:19]3[CH2:20][CH:21]([CH2:23][CH:17]([CH2:18]3)[CH2:16]1)[CH2:22]2. No catalyst specified. The product is [CH3:14][O:13][CH2:12][CH2:11][CH2:10][N:3]1[C:2]([CH3:1])=[C:6]([CH3:7])[S:5]/[C:4]/1=[N:8]\[C:25]([C:15]12[CH2:24][CH:19]3[CH2:18][CH:17]([CH2:23][CH:21]([CH2:20]3)[CH2:22]1)[CH2:16]2)=[O:26]. The yield is 0.500. (8) The reactants are Br[C:2]1[S:10][C:9]2[N:8]([CH2:11][C:12]3[CH:17]=[CH:16][C:15]([O:18][CH3:19])=[CH:14][CH:13]=3)[C:7](=[O:20])[N:6]3[N:21]=[CH:22][N:23]=[C:5]3[C:4]=2[CH:3]=1.[B-](F)(F)(F)[CH:25]=[CH2:26].[K+].ClCCl.C(N(CC)CC)C. The catalyst is C(O)CCC.C1C=CC(P(C2C=CC=CC=2)[C-]2C=CC=C2)=CC=1.C1C=CC(P(C2C=CC=CC=2)[C-]2C=CC=C2)=CC=1.Cl[Pd]Cl.[Fe+2]. The product is [CH3:19][O:18][C:15]1[CH:16]=[CH:17][C:12]([CH2:11][N:8]2[C:9]3[S:10][C:2]([CH:25]=[CH2:26])=[CH:3][C:4]=3[C:5]3=[N:23][CH:22]=[N:21][N:6]3[C:7]2=[O:20])=[CH:13][CH:14]=1. The yield is 0.840.